Regression. Given two drug SMILES strings and cell line genomic features, predict the synergy score measuring deviation from expected non-interaction effect. From a dataset of NCI-60 drug combinations with 297,098 pairs across 59 cell lines. (1) Drug 1: C1=CC=C(C=C1)NC(=O)CCCCCCC(=O)NO. Drug 2: C1=CC=C(C(=C1)C(C2=CC=C(C=C2)Cl)C(Cl)Cl)Cl. Cell line: SK-MEL-5. Synergy scores: CSS=37.4, Synergy_ZIP=-8.23, Synergy_Bliss=-5.53, Synergy_Loewe=-24.7, Synergy_HSA=-5.04. (2) Drug 1: COC1=CC(=CC(=C1O)OC)C2C3C(COC3=O)C(C4=CC5=C(C=C24)OCO5)OC6C(C(C7C(O6)COC(O7)C8=CC=CS8)O)O. Drug 2: C1C(C(OC1N2C=C(C(=O)NC2=O)F)CO)O. Cell line: U251. Synergy scores: CSS=63.9, Synergy_ZIP=-0.879, Synergy_Bliss=-1.39, Synergy_Loewe=2.98, Synergy_HSA=5.62. (3) Drug 1: CC=C1C(=O)NC(C(=O)OC2CC(=O)NC(C(=O)NC(CSSCCC=C2)C(=O)N1)C(C)C)C(C)C. Drug 2: C1CN(CCN1C(=O)CCBr)C(=O)CCBr. Cell line: SR. Synergy scores: CSS=76.9, Synergy_ZIP=4.41, Synergy_Bliss=5.05, Synergy_Loewe=-1.65, Synergy_HSA=5.61.